This data is from Full USPTO retrosynthesis dataset with 1.9M reactions from patents (1976-2016). The task is: Predict the reactants needed to synthesize the given product. (1) Given the product [Cl:1][C:2]1[N:7]=[C:6]([S:8]([CH3:11])(=[O:10])=[O:9])[N:5]=[C:4]([NH:12][C:13]2[C:14]([NH2:20])=[CH:15][CH:16]=[C:17]([F:19])[CH:18]=2)[CH:3]=1, predict the reactants needed to synthesize it. The reactants are: [Cl:1][C:2]1[N:7]=[C:6]([S:8]([CH3:11])(=[O:10])=[O:9])[N:5]=[C:4]([NH:12][C:13]2[CH:18]=[C:17]([F:19])[CH:16]=[CH:15][C:14]=2[NH:20]C(=O)OC(C)(C)C)[CH:3]=1.C(O)(C(F)(F)F)=O. (2) Given the product [C:1]1([N:7]([CH2:16][CH2:17][CH2:18][Si:19]([O:24][CH3:25])([O:22][CH3:23])[O:20][CH3:21])[CH2:8][SiH2:9][CH:10]([O:13][CH3:14])[O:11][CH3:12])[CH:2]=[CH:3][CH:4]=[CH:5][CH:6]=1, predict the reactants needed to synthesize it. The reactants are: [C:1]1([NH:7][CH2:8][SiH2:9][CH:10]([O:13][CH3:14])[O:11][CH3:12])[CH:6]=[CH:5][CH:4]=[CH:3][CH:2]=1.Cl[CH2:16][CH2:17][CH2:18][Si:19]([O:24][CH3:25])([O:22][CH3:23])[O:20][CH3:21].C(N)CN. (3) Given the product [C:27]([O:31][C:32](=[O:43])[NH:33][CH2:34][CH:35]([NH:42][C:5]1[N:10]=[C:9]([C:11]2[N:15]3[CH:16]=[CH:17][N:18]=[C:19]([N:20]4[CH2:25][CH2:24][N:23]([CH3:26])[CH2:22][CH2:21]4)[C:14]3=[N:13][CH:12]=2)[CH:8]=[CH:7][N:6]=1)[C:36]1[CH:37]=[CH:38][CH:39]=[CH:40][CH:41]=1)([CH3:30])([CH3:28])[CH3:29], predict the reactants needed to synthesize it. The reactants are: CS([C:5]1[N:10]=[C:9]([C:11]2[N:15]3[CH:16]=[CH:17][N:18]=[C:19]([N:20]4[CH2:25][CH2:24][N:23]([CH3:26])[CH2:22][CH2:21]4)[C:14]3=[N:13][CH:12]=2)[CH:8]=[CH:7][N:6]=1)(=O)=O.[C:27]([O:31][C:32](=[O:43])[NH:33][CH2:34][CH:35]([NH2:42])[C:36]1[CH:41]=[CH:40][CH:39]=[CH:38][CH:37]=1)([CH3:30])([CH3:29])[CH3:28]. (4) Given the product [Br:47][C:30]1[CH:31]=[C:32]2[C:27](=[CH:28][CH:29]=1)[N:26]=[CH:25][C:24]([S:54][C:52]#[N:53])=[C:33]2[C:34]([C:36]1[CH:41]=[CH:40][C:39]([C:42]([CH3:46])([CH3:45])[C:43]#[N:44])=[CH:38][CH:37]=1)=[O:35], predict the reactants needed to synthesize it. The reactants are: BrC1C=C2C(=CC=1)NC=C2CC1C=CC(C(C)(C)C#N)=CC=1.N[C:24]1[CH:25]=[N:26][C:27]2[C:32]([C:33]=1[C:34]([C:36]1[CH:41]=[CH:40][C:39]([C:42]([CH3:46])([CH3:45])[C:43]#[N:44])=[CH:38][CH:37]=1)=[O:35])=[CH:31][C:30]([Br:47])=[CH:29][CH:28]=2.N([O-])=O.[Na+].[C:52]([S-:54])#[N:53].[K+]. (5) Given the product [S:9]1[C:10]2[CH:16]=[CH:15][CH:14]=[CH:13][C:11]=2[N:12]=[C:8]1[C:6]1[N:7]=[C:2]([NH:39][C:36]2[CH:37]=[CH:38][C:30]3[O:29][CH2:34][CH2:33][NH:32][C:31]=3[CH:35]=2)[C:3]2[NH:19][N:18]=[CH:17][C:4]=2[N:5]=1, predict the reactants needed to synthesize it. The reactants are: Cl[C:2]1[C:3]2[C:4](=[CH:17][N:18](CC3C=CC(OC)=CC=3)[N:19]=2)[N:5]=[C:6]([C:8]2[S:9][C:10]3[CH:16]=[CH:15][CH:14]=[CH:13][C:11]=3[N:12]=2)[N:7]=1.[O:29]1[CH2:34][CH2:33][NH:32][C:31]2[CH:35]=[C:36]([NH2:39])[CH:37]=[CH:38][C:30]1=2.Cl. (6) Given the product [N+:1]([C:4]1[CH:9]=[CH:8][C:7]([S:10]([N:13]2[CH:17]=[CH:16][CH:15]=[C:14]2[C:18]([OH:20])=[O:19])(=[O:11])=[O:12])=[CH:6][CH:5]=1)([O-:3])=[O:2], predict the reactants needed to synthesize it. The reactants are: [N+:1]([C:4]1[CH:9]=[CH:8][C:7]([S:10]([N:13]2[CH:17]=[CH:16][CH:15]=[C:14]2[C:18]([O:20]C)=[O:19])(=[O:12])=[O:11])=[CH:6][CH:5]=1)([O-:3])=[O:2].[I-].[Li+]. (7) Given the product [Cl:2][C:3]1[CH:14]=[C:13]2[C:6](=[CH:5][CH:4]=1)[NH:7][CH:8]=[C:9]2[CH2:10][CH2:11][N:12]1[CH2:22][CH2:23][CH2:24][CH2:25][C:26]1=[O:27], predict the reactants needed to synthesize it. The reactants are: Cl.[Cl:2][C:3]1[CH:14]=[C:13]2[C:6]([NH:7][CH:8]=[C:9]2[CH2:10][CH2:11][NH2:12])=[CH:5][CH:4]=1.C([O-])([O-])=O.[Na+].[Na+].Br[CH2:22][CH2:23][CH2:24][CH2:25][C:26]([O-])=[O:27]. (8) Given the product [NH2:1][C:2]1[C:7]([F:8])=[C:6]([CH:16]=[CH2:17])[N:5]=[C:4]([C:10]([O:12][CH3:13])=[O:11])[C:3]=1[O:14][CH3:15], predict the reactants needed to synthesize it. The reactants are: [NH2:1][C:2]1[C:7]([F:8])=[C:6](Cl)[N:5]=[C:4]([C:10]([O:12][CH3:13])=[O:11])[C:3]=1[O:14][CH3:15].[CH2:16]([Sn](CCCC)(CCCC)C=C)[CH2:17]CC. (9) Given the product [CH:1]([N:4]1[CH2:5][CH2:6][CH:7]([S:10]([C:12]2[CH:13]=[CH:14][C:15]3[O:21][CH2:20][CH2:19][N:18]4[CH:22]=[C:23]([C:25]5[CH:30]=[C:29]([CH3:31])[CH:28]=[CH:27][N:26]=5)[N:24]=[C:17]4[C:16]=3[CH:32]=2)(=[O:34])=[O:11])[CH2:8][CH2:9]1)([CH3:3])[CH3:2], predict the reactants needed to synthesize it. The reactants are: [CH:1]([N:4]1[CH2:9][CH2:8][CH:7]([S:10]([C:12]2[CH:13]=[CH:14][C:15]3[O:21][CH2:20][CH2:19][N:18]4[CH:22]=[C:23]([C:25]5[CH:30]=[C:29]([CH3:31])[CH:28]=[CH:27][N:26]=5)[N:24]=[C:17]4[C:16]=3[CH:32]=2)=[O:11])[CH2:6][CH2:5]1)([CH3:3])[CH3:2].C(O)(C(F)(F)F)=[O:34].C1C=C(Cl)C=C(C(OO)=O)C=1.